Dataset: Catalyst prediction with 721,799 reactions and 888 catalyst types from USPTO. Task: Predict which catalyst facilitates the given reaction. (1) Reactant: [Cl:1][C:2]1[C:3]([C:27]2[S:31][CH:30]=[N:29][CH:28]=2)=[C:4]2[CH:10]=[C:9]([C:11]3[CH:12]=[N:13][N:14]([CH3:16])[CH:15]=3)[N:8]([S:17]([C:20]3[CH:26]=[CH:25][C:23]([CH3:24])=[CH:22][CH:21]=3)(=[O:19])=[O:18])[C:5]2=[N:6][CH:7]=1.C([Li])CCC.[S:37]1[CH2:41][CH2:40][C:39](=[O:42])[CH2:38]1. Product: [Cl:1][C:2]1[C:3]([C:27]2[S:31][C:30]([C:39]3([OH:42])[CH2:40][CH2:41][S:37][CH2:38]3)=[N:29][CH:28]=2)=[C:4]2[CH:10]=[C:9]([C:11]3[CH:12]=[N:13][N:14]([CH3:16])[CH:15]=3)[N:8]([S:17]([C:20]3[CH:21]=[CH:22][C:23]([CH3:24])=[CH:25][CH:26]=3)(=[O:19])=[O:18])[C:5]2=[N:6][CH:7]=1. The catalyst class is: 7. (2) Reactant: [CH2:1]([O:3][C:4]([C:6]1[S:10][C:9]([C:11]2[CH:16]=[CH:15][C:14]([F:17])=[CH:13][CH:12]=2)=[N:8][C:7]=1[CH2:18]Br)=[O:5])[CH3:2].[CH2:20]([O:22][C:23](=[O:37])[CH2:24][NH:25][CH2:26][C:27]1[CH:32]=[CH:31][C:30]([O:33][CH3:34])=[CH:29][C:28]=1[O:35][CH3:36])[CH3:21].C(=O)([O-])[O-].[K+].[K+]. Product: [CH2:1]([O:3][C:4]([C:6]1[S:10][C:9]([C:11]2[CH:16]=[CH:15][C:14]([F:17])=[CH:13][CH:12]=2)=[N:8][C:7]=1[CH2:18][N:25]([CH2:26][C:27]1[CH:32]=[CH:31][C:30]([O:33][CH3:34])=[CH:29][C:28]=1[O:35][CH3:36])[CH2:24][C:23]([O:22][CH2:20][CH3:21])=[O:37])=[O:5])[CH3:2]. The catalyst class is: 9. (3) Reactant: [CH3:1][C:2]1[CH:3]=[C:4]([NH:9][CH:10]2[CH2:15][CH2:14][N:13]([C@H:16]3[CH2:21][CH2:20][C@@H:19]([O:22][CH2:23][C:24]#[CH:25])[CH2:18][CH2:17]3)[CH2:12][CH2:11]2)[C:5]([NH2:8])=[CH:6][CH:7]=1.C(N(C(C)C)CC)(C)C.Cl[C:36](Cl)([O:38]C(=O)OC(Cl)(Cl)Cl)Cl. Product: [CH3:1][C:2]1[CH:7]=[CH:6][C:5]2[NH:8][C:36](=[O:38])[N:9]([CH:10]3[CH2:15][CH2:14][N:13]([C@H:16]4[CH2:21][CH2:20][C@@H:19]([O:22][CH2:23][C:24]#[CH:25])[CH2:18][CH2:17]4)[CH2:12][CH2:11]3)[C:4]=2[CH:3]=1. The catalyst class is: 4. (4) Reactant: [F:1][C:2]([F:24])([F:23])[C:3]1[CH:4]=[C:5]([C:13]2[N:17]=[CH:16][N:15](/[CH:18]=[CH:19]\[C:20](O)=[O:21])[N:14]=2)[CH:6]=[C:7]([C:9]([F:12])([F:11])[F:10])[CH:8]=1.[O:25]1[CH2:30][CH2:29][N:28]([CH2:31][C:32]([NH:34][NH2:35])=[O:33])[CH2:27][CH2:26]1.C(P1(=O)OP(CCC)(=O)OP(CCC)(=O)O1)CC.CCN(C(C)C)C(C)C. Product: [F:24][C:2]([F:1])([F:23])[C:3]1[CH:4]=[C:5]([C:13]2[N:17]=[CH:16][N:15](/[CH:18]=[CH:19]\[C:20]([N:34]([C:32](=[O:33])[CH2:31][N:28]3[CH2:29][CH2:30][O:25][CH2:26][CH2:27]3)[NH2:35])=[O:21])[N:14]=2)[CH:6]=[C:7]([C:9]([F:12])([F:10])[F:11])[CH:8]=1. The catalyst class is: 91. (5) Product: [CH3:24][S:21]([O:13][CH2:12][C:10]1[N:11]=[C:7]([C:4]([F:6])([F:3])[CH3:5])[O:8][CH:9]=1)(=[O:23])=[O:22]. Reactant: N#N.[F:3][C:4]([C:7]1[O:8][CH:9]=[C:10]([CH2:12][OH:13])[N:11]=1)([F:6])[CH3:5].CCN(CC)CC.[S:21](Cl)([CH3:24])(=[O:23])=[O:22]. The catalyst class is: 64. (6) Reactant: [O:1]=[C:2]1[CH2:21][N:5]2[CH2:6][C@@H:7]([C:17]([O:19][CH3:20])=[O:18])[N:8]([C:10]([O:12][C:13]([CH3:16])([CH3:15])[CH3:14])=[O:11])[CH2:9][C@H:4]2[CH2:3]1.[F:22][C:23]([Si](C)(C)C)([F:25])[F:24].O1CCCC1.[F-].C([N+](CCCC)(CCCC)CCCC)CCC. Product: [OH:1][C@@:2]1([C:23]([F:25])([F:24])[F:22])[CH2:21][N:5]2[CH2:6][C@@H:7]([C:17]([O:19][CH3:20])=[O:18])[N:8]([C:10]([O:12][C:13]([CH3:14])([CH3:15])[CH3:16])=[O:11])[CH2:9][C@H:4]2[CH2:3]1. The catalyst class is: 355. (7) Reactant: [NH2:1][C:2]1[CH:3]=[C:4]([CH:15]=[CH:16][C:17]=1[NH2:18])[C:5]([NH:7][C:8]1[CH:13]=[CH:12][CH:11]=[C:10]([Cl:14])[CH:9]=1)=[O:6].[CH3:19][C:20]1[CH:27]=[CH:26][CH:25]=[CH:24][C:21]=1[CH:22]=O. Product: [Cl:14][C:10]1[CH:9]=[C:8]([NH:7][C:5]([C:4]2[CH:15]=[CH:16][C:17]3[N:18]=[C:19]([C:20]4[CH:27]=[CH:26][CH:25]=[CH:24][C:21]=4[CH3:22])[NH:1][C:2]=3[CH:3]=2)=[O:6])[CH:13]=[CH:12][CH:11]=1. The catalyst class is: 5. (8) Reactant: FC(F)(F)S(O[C:7]1[C:16]2[C:15]([CH3:18])([CH3:17])[CH2:14][CH2:13][C:12]([CH3:20])([CH3:19])[C:11]=2[CH:10]=[C:9]([C:21](=[O:23])[CH3:22])[CH:8]=1)(=O)=O.[C:26]([C:30]1[CH:35]=[CH:34][C:33](B(O)O)=[CH:32][CH:31]=1)([CH3:29])([CH3:28])[CH3:27].[Cl-].[Li+].C(=O)([O-])[O-].[K+].[K+]. Product: [C:26]([C:30]1[CH:35]=[CH:34][C:33]([C:7]2[C:16]3[C:15]([CH3:17])([CH3:18])[CH2:14][CH2:13][C:12]([CH3:20])([CH3:19])[C:11]=3[CH:10]=[C:9]([C:21](=[O:23])[CH3:22])[CH:8]=2)=[CH:32][CH:31]=1)([CH3:29])([CH3:28])[CH3:27]. The catalyst class is: 73.